This data is from Forward reaction prediction with 1.9M reactions from USPTO patents (1976-2016). The task is: Predict the product of the given reaction. Given the reactants [OH:1][C:2]1([C:20]2[CH:25]=[CH:24][CH:23]=[CH:22][CH:21]=2)[C:10]2[C:5](=[CH:6][CH:7]=[C:8]([O:11][CH3:12])[CH:9]=2)[C:4](=[O:13])N1C1C=CC=CC=1.C(O)(=[O:28])C, predict the reaction product. The product is: [OH:28][C:2]1([C:20]2[CH:25]=[CH:24][CH:23]=[CH:22][CH:21]=2)[C:10]2[C:5](=[CH:6][CH:7]=[C:8]([O:11][CH3:12])[CH:9]=2)[C:4](=[O:13])[O:1]1.